From a dataset of Full USPTO retrosynthesis dataset with 1.9M reactions from patents (1976-2016). Predict the reactants needed to synthesize the given product. (1) The reactants are: [C:1]([O:4][C@H:5]1[C@H:11]([O:12][C:13](=[O:15])[CH3:14])[C@@H:10]([O:16][C:17](=[O:19])[CH3:18])[C@:9]2([C:21]3[CH:26]=[CH:25][C:24]([Cl:27])=[C:23]([CH2:28][C:29]4[CH:34]=[CH:33][C:32]([O:35]C5C(=O)CCC=5)=[CH:31][CH:30]=4)[CH:22]=3)[O:20][C@@:6]1([CH2:42][O:43][C:44](=[O:46])[CH3:45])[CH2:7][O:8]2)(=[O:3])[CH3:2].[N:47]1[CH:52]=[CH:51][CH:50]=[CH:49][CH:48]=1.[CH2:53]([OH:55])C. Given the product [C:1]([O:4][C@H:5]1[C@H:11]([O:12][C:13](=[O:15])[CH3:14])[C@@H:10]([O:16][C:17](=[O:19])[CH3:18])[C@:9]2([C:21]3[CH:26]=[CH:25][C:24]([Cl:27])=[C:23]([CH2:28][C:29]4[CH:30]=[CH:31][C:32]([O:35][C:48]5[C:52](=[N:47][O:55][CH3:53])[CH2:51][CH2:50][CH:49]=5)=[CH:33][CH:34]=4)[CH:22]=3)[O:20][C@@:6]1([CH2:42][O:43][C:44](=[O:46])[CH3:45])[CH2:7][O:8]2)(=[O:3])[CH3:2], predict the reactants needed to synthesize it. (2) Given the product [OH:18][CH2:17][C:10]1([C:12]([O:14][CH2:15][CH3:16])=[O:13])[CH2:11][N:8]([C:27]([O:29][C:30]([CH3:31])([CH3:32])[CH3:33])=[O:28])[CH2:9]1, predict the reactants needed to synthesize it. The reactants are: C([N:8]1[CH2:11][C:10]([CH2:17][OH:18])([C:12]([O:14][CH2:15][CH3:16])=[O:13])[CH2:9]1)C1C=CC=CC=1.[C:27](O[C:27]([O:29][C:30]([CH3:33])([CH3:32])[CH3:31])=[O:28])([O:29][C:30]([CH3:33])([CH3:32])[CH3:31])=[O:28].